This data is from Full USPTO retrosynthesis dataset with 1.9M reactions from patents (1976-2016). The task is: Predict the reactants needed to synthesize the given product. (1) Given the product [Br:11][C:8]1[CH:9]=[CH:10][C:5]([O:2][CH3:1])=[N:6][CH:7]=1, predict the reactants needed to synthesize it. The reactants are: [CH3:1][O-:2].[Na+].Br[C:5]1[CH:10]=[CH:9][C:8]([Br:11])=[CH:7][N:6]=1. (2) Given the product [CH2:6]([O:13][C:14]1[C:19]([C:20]([CH3:23])([CH3:22])[CH3:21])=[CH:18][CH:17]=[CH:16][C:15]=1[C:24]([C:26]1[CH:27]=[C:28]([C:32]2[CH:37]=[CH:36][CH:35]=[CH:34][N:33]=2)[CH:29]=[CH:30][CH:31]=1)=[CH2:1])[C:7]1[CH:12]=[CH:11][CH:10]=[CH:9][CH:8]=1, predict the reactants needed to synthesize it. The reactants are: [CH2:1]([Li])CCC.[CH2:6]([O:13][C:14]1[C:19]([C:20]([CH3:23])([CH3:22])[CH3:21])=[CH:18][CH:17]=[CH:16][C:15]=1[C:24]([C:26]1[CH:31]=[CH:30][CH:29]=[C:28]([C:32]2[CH:37]=[CH:36][CH:35]=[CH:34][N:33]=2)[CH:27]=1)=O)[C:7]1[CH:12]=[CH:11][CH:10]=[CH:9][CH:8]=1.[Cl-].[NH4+].